Predict the product of the given reaction. From a dataset of Forward reaction prediction with 1.9M reactions from USPTO patents (1976-2016). (1) Given the reactants [CH3:1][O:2][C:3](=[O:12])[C:4]1[CH:9]=[C:8]([NH2:10])[C:7]([NH2:11])=[N:6][CH:5]=1.C1(C)C=C(C)C=C(C)C=1S(O[NH2:25])(=O)=O.[CH3:27][C:28]1[O:32][C:31]([CH:33]=O)=[CH:30][CH:29]=1, predict the reaction product. The product is: [CH3:1][O:2][C:3]([C:4]1[CH:9]=[C:8]([NH2:10])[C:7]2[N:6]([N:25]=[C:33]([C:31]3[O:32][C:28]([CH3:27])=[CH:29][CH:30]=3)[N:11]=2)[CH:5]=1)=[O:12]. (2) The product is: [NH2:17][C:10]1[C:11]([C:13]([F:16])([F:14])[F:15])=[CH:12][C:2]([F:1])=[C:3]([CH:9]=1)[C:4]([O:6][CH2:7][CH3:8])=[O:5]. Given the reactants [F:1][C:2]1[CH:12]=[C:11]([C:13]([F:16])([F:15])[F:14])[C:10]([N+:17]([O-])=O)=[CH:9][C:3]=1[C:4]([O:6][CH2:7][CH3:8])=[O:5], predict the reaction product. (3) The product is: [Cl:1][C:2]1[C:7]2[N:8]=[CH:9][N:10]([C@@H:11]3[O:33][C@H:32]([CH2:34][OH:35])[C@@H:22]([OH:23])[C@H:12]3[OH:13])[C:6]=2[C:5]([F:44])=[CH:4][N:3]=1. Given the reactants [Cl:1][C:2]1[C:7]2[N:8]=[CH:9][N:10]([C@@H:11]3[O:33][C@H:32]([CH2:34][O:35]C(=O)C4C=CC=CC=4)[C@@H:22]([O:23]C(=O)C4C=CC=CC=4)[C@H:12]3[O:13]C(=O)C3C=CC=CC=3)[C:6]=2[C:5]([F:44])=[CH:4][N:3]=1.C[O-].[Na+].C(O)(=O)C, predict the reaction product. (4) Given the reactants [Br:1][C:2]1[C:3](Cl)=[N:4][CH:5]=[C:6]([CH:21]=1)[C:7]([NH:9][C:10]1[CH:15]=[CH:14][C:13]([O:16][C:17]([F:20])([F:19])[F:18])=[CH:12][CH:11]=1)=[O:8].[NH:23]1[CH2:27][CH2:26][C@H:25]([NH:28][C:29](=[O:35])[O:30][C:31]([CH3:34])([CH3:33])[CH3:32])[CH2:24]1, predict the reaction product. The product is: [Br:1][C:2]1[C:3]([N:23]2[CH2:27][CH2:26][C@H:25]([NH:28][C:29](=[O:35])[O:30][C:31]([CH3:33])([CH3:32])[CH3:34])[CH2:24]2)=[N:4][CH:5]=[C:6]([C:7](=[O:8])[NH:9][C:10]2[CH:15]=[CH:14][C:13]([O:16][C:17]([F:20])([F:19])[F:18])=[CH:12][CH:11]=2)[CH:21]=1. (5) Given the reactants [CH:1](=[C:8]1/[N:9]=[C:10]([C:14]2[CH:19]=[C:18]([F:20])[CH:17]=[CH:16][C:15]=2[F:21])[NH:11][C:12]/1=[O:13])/[C:2]1[CH:7]=[CH:6][CH:5]=[CH:4][CH:3]=1.[CH3:22][O:23][C:24]1[CH:29]=[CH:28][C:27](/[CH:30]=[CH:31]/[CH:32]=[O:33])=[CH:26][CH:25]=1, predict the reaction product. The product is: [F:21][C:15]1[CH:16]=[CH:17][C:18]([F:20])=[CH:19][C:14]=1[C:10]1[NH:11][C:12]2[O:13][C:32](=[O:33])[CH:31]([CH2:30][C:27]3[CH:28]=[CH:29][C:24]([O:23][CH3:22])=[CH:25][CH:26]=3)[CH:1]([C:2]3[CH:3]=[CH:4][CH:5]=[CH:6][CH:7]=3)[C:8]=2[N:9]=1. (6) Given the reactants [CH3:1][O:2][C:3]1[CH:4]=[C:5]([CH:7]=[CH:8][C:9]=1[CH3:10])[NH2:6].[N+]([C:14]1[CH:15]=C(S([O-])(=O)=O)C=C[CH:19]=1)([O-])=O.[Na+].S(O)(C)(=O)=O.OCC(CO)O.[OH-].[Na+], predict the reaction product. The product is: [CH3:10][C:9]1[CH:8]=[C:7]2[C:5](=[CH:4][C:3]=1[O:2][CH3:1])[N:6]=[CH:15][CH:14]=[CH:19]2.